Dataset: Full USPTO retrosynthesis dataset with 1.9M reactions from patents (1976-2016). Task: Predict the reactants needed to synthesize the given product. Given the product [NH2:75][C:76]1[C:81]2[C:82]([C:9]3[CH:10]=[C:11]4[C:15](=[CH:16][CH:17]=3)[N:14]([C:18]([NH:49][C:52]3[CH:57]=[CH:56][CH:55]=[C:54]([C:58]([F:61])([F:60])[F:59])[CH:53]=3)=[O:20])[CH2:13][CH2:12]4)=[CH:83][S:84][C:80]=2[C:79]([C:104]2[CH:105]=[N:106][CH:107]=[CH:108][CH:109]=2)=[CH:78][N:77]=1, predict the reactants needed to synthesize it. The reactants are: CC1(C)C(C)(C)OB([C:9]2[CH:10]=[C:11]3[C:15](=[CH:16][CH:17]=2)[N:14]([C:18]([O:20]C(C)(C)C)=O)[CH2:13][CH2:12]3)O1.CC(N(C1C=CC=C(B2OC(C)(C)C(C)(C)O2)C=1)C(=O)[O-])(C)C.[N:49]([C:52]1[CH:57]=[CH:56][CH:55]=[C:54]([C:58]([F:61])([F:60])[F:59])[CH:53]=1)=C=O.FC(F)(F)C1C=C(C=CC=1)C(Cl)=O.[NH2:75][C:76]1[C:81]2[C:82](C3C=C(NC(=O)C4C=CC=C(C(F)(F)F)C=4)C=CC=3)=[CH:83][S:84][C:80]=2[C:79]([C:104]2[CH:105]=[N:106][CH:107]=[CH:108][CH:109]=2)=[CH:78][N:77]=1.